The task is: Predict which catalyst facilitates the given reaction.. This data is from Catalyst prediction with 721,799 reactions and 888 catalyst types from USPTO. Reactant: [N:1]1[CH:2]=[CH:3][N:4]2[CH:9]=[C:8]([NH:10][C:11]([C:13]3[CH:18]=[CH:17][C:16]([CH:19]4[CH2:24][CH2:23][N:22]([C:25]([O:27][C:28]([CH3:31])([CH3:30])[CH3:29])=[O:26])[CH2:21][CH2:20]4)=[CH:15][CH:14]=3)=[O:12])[CH:7]=[CH:6][C:5]=12.[Cl:32]N1C(=O)CCC1=O. Product: [Cl:32][C:3]1[N:4]2[CH:9]=[C:8]([NH:10][C:11]([C:13]3[CH:14]=[CH:15][C:16]([CH:19]4[CH2:20][CH2:21][N:22]([C:25]([O:27][C:28]([CH3:31])([CH3:30])[CH3:29])=[O:26])[CH2:23][CH2:24]4)=[CH:17][CH:18]=3)=[O:12])[CH:7]=[CH:6][C:5]2=[N:1][CH:2]=1. The catalyst class is: 147.